Dataset: Drug-target binding data from BindingDB using IC50 measurements. Task: Regression. Given a target protein amino acid sequence and a drug SMILES string, predict the binding affinity score between them. We predict pIC50 (pIC50 = -log10(IC50 in M); higher means more potent). Dataset: bindingdb_ic50. (1) The small molecule is CS(=O)(=O)c1ccc(/C=C2/C(=O)Nc3ccc(Br)cc32)cc1. The target protein (O02768) has sequence MLARALLLCAAVALSHAANPCCSNPCQNRGVCMTMGFDQYKCDCTRTGFYGENCSTPEFLTRIKLLLKPTPDTVHYILTHFKGVWNIVNSIPFLRNSIMKYVLTSRSHMIDSPPTYNVHYNYKSWEAFSNLSYYTRALPPVADDCPTPMGVKGKKELPDSKDVVEKLLLRRKFIPDPQGTNMMFAFFAQHFTHQFFKTDLKRGPAFTKGLGHGVDLNHIYGETLDRQHKLRLFKDGKMKYQVIDGEVYPPTVKDTQVEMIYPPHIPAHLQFAVGQEVFGLVPGLMMYATIWLREHNRVCDVLKQEHPEWDDEQLFQTSRLILIGETIKIVIEDYVQHLSGYHFKLKFDPELLFNQQFQYQNRIAAEFNTLYHWHPLLPDTFQIDDQQYNYQQFLYNNSILLEHGLTQFVESFTRQIAGRVAGGRNVPPAVQKVAKASIDQSRQMKYQSLNEYRKRFLLKPYESFEELTGEKEMAAELEALYGDIDAVELYPALLVERPRP.... The pIC50 is 7.0. (2) The small molecule is CC(C)C[C@H](NC(=O)OCc1ccccc1)C(=O)N[C@H](C(=O)N[C@H](C=O)CCCN)C(C)C. The target protein (P06870) has sequence MWFLVLCLALSLGGTGAAPPIQSRIVGGWECEQHSQPWQAALYHFSTFQCGGILVHRQWVLTAAHCISDNYQLWLGRHNLFDDENTAQFVHVSESFPHPGFNMSLLENHTRQADEDYSHDLMLLRLTEPADTITDAVKVVELPTEEPEVGSTCLASGWGSIEPENFSFPDDLQCVDLKILPNDECKKAHVQKVTDFMLCVGHLEGGKDTCVGDSGGPLMCDGVLQGVTSWGYVPCGTPNKPSVAVRVLSYVKWIEDTIAENS. The pIC50 is 4.3. (3) The small molecule is Cc1ccc(/C=C2\C(=O)ON=C2c2ccccc2)o1. The target protein (Q8ZEY1) has sequence MTTANQPICPSPAKWPSPAKLNLFLYITGQRADGYHQLQTLFQFLDYGDQLTIEPRDDNQIRLLTPIAGVENEQNLIVRAAKMLQKHPGNTPVPRGADISIDKCLPMGGGLGGGSSNAATVLVALNLLWQCGLTDEQLADLGLTLGADVPVFVRGHAAFAEGIGEKLQPAEPVEKWYLVIHPGVNIPTPIIFSDPELKRNTPIRPLAALLSTPYANDCEPIARKRFREVEQALSWLLEYAPSRLTGTGACVFAEFDTESSARQVLSIAPEWLHGFVARGVNVSPLHRVRSGKIESSERR. The pIC50 is 4.9. (4) The small molecule is COc1cccc(COC(=O)C2=C(C)N(C)C(=O)N(C)C2c2ccco2)c1. The target protein (Q63008) has sequence MEGAEAGARATFGAWDYGVFATMLLVSTGIGLWVGLARGGQRSADDFFTGGRQLAAVPVGLSLAASFMSAVQVLGVPAEAARYGLKFLWMCAGQLLNSLLTAFLFLPIFYRLGLTSTYQYLELRFSRAVRLCGTLQYLVATMLYTGIVIYAPALILNQVTGLDIWASLLSTGIICTLYTTVGGMKAVVWTDVFQVVVMLVGFWVILARGVILLGGPRNVLSLAQNHSRINLMDFDPDPRSRYTFWTFIVGGTLVWLSMYGVNQAQVQRYVACHTEGKAKLALLVNQLGLFLIVASAACCGIVMFVYYKDCDPLLTGRISAPDQYMPLLVLDIFEDLPGVPGLFLACAYSGTLSTASTSINAMAAVTVEDLIKPRMPGLAPRKLVFISKGLSFIYGSACLTVAALSSLLGGGVLQGSFTVMGVISGPLLGAFTLGMLLPACNTPGVLSGLAAGLAVSLWVAVGATLYPPGEQTMGVLPTSAAGCTNDSVLLGPPGATNASN.... The pIC50 is 9.8.